Dataset: Reaction yield outcomes from USPTO patents with 853,638 reactions. Task: Predict the reaction yield, written as a fraction of the theoretical maximum amount of product (1.0 means a 100% yield; for example, 0.34 means a 34% yield). The reactants are C([C@H]1CN(C2COC2)CCN1C1C=CC(NC2C(=O)N(C)C=C(C3C=CN=C(N4CCN5C6CCCCC=6C=C5C4=O)C=3CO)C=2)=NC=1)C.C([O:53][CH2:54][C:55]1[C:56]([N:79]2[CH2:91][CH2:90][N:82]3[C:83]4[CH2:84][CH2:85][CH2:86][CH2:87][C:88]=4[CH:89]=[C:81]3[C:80]2=[O:92])=[N:57][CH:58]=[CH:59][C:60]=1[C:61]1[CH:66]=[C:65]([NH:67][C:68]2[CH:76]=[C:71]3[CH2:72][O:73][CH2:74][CH2:75][N:70]3[N:69]=2)[C:64](=[O:77])[N:63]([CH3:78])[N:62]=1)(=O)C.[OH-].[Li+]. No catalyst specified. The product is [N:69]1[N:70]2[C:71]([CH2:72][O:73][CH2:74][CH2:75]2)=[CH:76][C:68]=1[NH:67][C:65]1[C:64](=[O:77])[N:63]([CH3:78])[N:62]=[C:61]([C:60]2[CH:59]=[CH:58][N:57]=[C:56]([N:79]3[CH2:91][CH2:90][N:82]4[C:83]5[CH2:84][CH2:85][CH2:86][CH2:87][C:88]=5[CH:89]=[C:81]4[C:80]3=[O:92])[C:55]=2[CH2:54][OH:53])[CH:66]=1. The yield is 0.650.